Dataset: Full USPTO retrosynthesis dataset with 1.9M reactions from patents (1976-2016). Task: Predict the reactants needed to synthesize the given product. (1) Given the product [C:1]([O:5][C:6]([NH:8][C@@H:9]([CH:54]([C:55]1[CH:56]=[CH:57][C:58]([F:61])=[CH:59][CH:60]=1)[C:62]1[CH:67]=[CH:66][C:65]([F:68])=[CH:64][CH:63]=1)[C:10]([NH:12][C:13]1[CH:52]=[CH:51][CH:50]=[C:49]([F:53])[C:14]=1[CH2:15][CH2:16][C@H:17]1[CH2:24][N:23]([C:25]([O:27][C:28]([CH3:29])([CH3:31])[CH3:30])=[O:26])[CH2:22][C:19]2([CH2:20][CH2:21]2)[NH:18]1)=[O:11])=[O:7])([CH3:2])([CH3:3])[CH3:4], predict the reactants needed to synthesize it. The reactants are: [C:1]([O:5][C:6]([NH:8][C@@H:9]([CH:54]([C:62]1[CH:67]=[CH:66][C:65]([F:68])=[CH:64][CH:63]=1)[C:55]1[CH:60]=[CH:59][C:58]([F:61])=[CH:57][CH:56]=1)[C:10]([NH:12][C:13]1[CH:52]=[CH:51][CH:50]=[C:49]([F:53])[C:14]=1[CH2:15][CH2:16][C@H:17]1[CH2:24][N:23]([C:25]([O:27][C:28]([CH3:31])([CH3:30])[CH3:29])=[O:26])[CH2:22][C:19]2([CH2:21][CH2:20]2)[N:18]1C(OCC1C2C=CC=CC=2C2C1=CC=CC=2)=O)=[O:11])=[O:7])([CH3:4])([CH3:3])[CH3:2].N1CCCCC1. (2) Given the product [Br:25][C:7]1[CH:8]=[C:9]2[C:4](=[CH:5][CH:6]=1)[NH:3][C:2](=[O:1])[CH:11]([NH:12][C:13](=[O:15])[CH3:14])[CH2:10]2, predict the reactants needed to synthesize it. The reactants are: [O:1]=[C:2]1[CH:11]([NH:12][C:13](=[O:15])[CH3:14])[CH2:10][C:9]2[C:4](=[CH:5][CH:6]=[CH:7][CH:8]=2)[NH:3]1.C(N)(=O)C.C([O-])(=O)C.[Na+].[Br:25]Br. (3) Given the product [C:1]([N:5]1[CH:9]=[C:8]([CH2:10][N:11]([CH2:12][C:13]2[N:27]=[N:26][N:25]([CH2:28][C:29]([OH:31])=[O:30])[CH:14]=2)[CH2:15][C:16]2[N:17]=[N:18][N:19]([C:21]([CH3:24])([CH3:23])[CH3:22])[CH:20]=2)[N:7]=[N:6]1)([CH3:3])([CH3:4])[CH3:2], predict the reactants needed to synthesize it. The reactants are: [C:1]([N:5]1[CH:9]=[C:8]([CH2:10][N:11]([CH2:15][C:16]2[N:17]=[N:18][N:19]([C:21]([CH3:24])([CH3:23])[CH3:22])[CH:20]=2)[CH2:12][C:13]#[CH:14])[N:7]=[N:6]1)([CH3:4])([CH3:3])[CH3:2].[N:25]([CH2:28][C:29]([OH:31])=[O:30])=[N+:26]=[N-:27].CCN(C(C)C)C(C)C.O. (4) Given the product [C:30]([C:18]1[C:17]([O:34][CH3:35])=[C:16]([NH:15][C:13](=[O:14])[C:12]2[CH:36]=[CH:37][C:9]([OH:8])=[CH:10][C:11]=2[F:38])[CH:21]=[C:20]([C:22]2[C:23](=[O:28])[NH:24][CH:25]=[CH:26][CH:27]=2)[CH:19]=1)([CH3:33])([CH3:31])[CH3:32], predict the reactants needed to synthesize it. The reactants are: C([O:8][C:9]1[CH:37]=[CH:36][C:12]([C:13]([NH:15][C:16]2[CH:21]=[C:20]([C:22]3[C:23]([O:28]C)=[N:24][CH:25]=[CH:26][CH:27]=3)[CH:19]=[C:18]([C:30]([CH3:33])([CH3:32])[CH3:31])[C:17]=2[O:34][CH3:35])=[O:14])=[C:11]([F:38])[CH:10]=1)C1C=CC=CC=1.Br. (5) The reactants are: Br[C:2]1[CH:3]=[C:4]2[CH2:10][N:9]([C:11]([C:13]3[CH:18]=[C:17]([S:19]([CH3:22])(=[O:21])=[O:20])[CH:16]=[CH:15][C:14]=3[O:23][C@@H:24]([CH3:29])[C:25]([F:28])([F:27])[F:26])=[O:12])[CH2:8][C:5]2=[N:6][CH:7]=1.[F:30][C:31]1[CH:36]=[CH:35][C:34](B(O)O)=[CH:33][CH:32]=1. Given the product [F:30][C:31]1[CH:36]=[CH:35][C:34]([C:2]2[CH:3]=[C:4]3[CH2:10][N:9]([C:11]([C:13]4[CH:18]=[C:17]([S:19]([CH3:22])(=[O:20])=[O:21])[CH:16]=[CH:15][C:14]=4[O:23][C@@H:24]([CH3:29])[C:25]([F:28])([F:26])[F:27])=[O:12])[CH2:8][C:5]3=[N:6][CH:7]=2)=[CH:33][CH:32]=1, predict the reactants needed to synthesize it. (6) Given the product [C:36]([O:35][C:33]([N:30]1[CH2:31][CH2:32][CH:27]([NH:26][C:4]2[N:9]=[C:8]([N:10]3[CH2:15][CH2:14][O:13][C:12]4[CH:16]=[N:17][C:18]([C:20]5[CH:25]=[CH:24][CH:23]=[CH:22][CH:21]=5)=[N:19][C:11]3=4)[CH:7]=[CH:6][N:5]=2)[CH2:28][CH2:29]1)=[O:34])([CH3:39])([CH3:37])[CH3:38], predict the reactants needed to synthesize it. The reactants are: CS([C:4]1[N:9]=[C:8]([N:10]2[CH2:15][CH2:14][O:13][C:12]3[CH:16]=[N:17][C:18]([C:20]4[CH:25]=[CH:24][CH:23]=[CH:22][CH:21]=4)=[N:19][C:11]2=3)[CH:7]=[CH:6][N:5]=1)=O.[NH2:26][CH:27]1[CH2:32][CH2:31][N:30]([C:33]([O:35][C:36]([CH3:39])([CH3:38])[CH3:37])=[O:34])[CH2:29][CH2:28]1.O. (7) Given the product [Cl:1][C:2]1[CH:7]=[CH:6][CH:5]=[CH:4][C:3]=1[S:8]([N:11]([CH2:31][CH:32]([CH3:34])[CH3:33])[CH2:12][C:13]1[S:14][C:15]([C:18]2[CH:23]=[CH:22][CH:21]=[C:20]([S:24]([CH3:27])(=[O:26])=[O:25])[CH:19]=2)=[CH:16][CH:17]=1)(=[O:9])=[O:10], predict the reactants needed to synthesize it. The reactants are: [Cl:1][C:2]1[CH:7]=[CH:6][CH:5]=[CH:4][C:3]=1[S:8]([NH:11][CH2:12][C:13]1[S:14][C:15]([C:18]2[CH:23]=[CH:22][CH:21]=[C:20]([S:24]([CH3:27])(=[O:26])=[O:25])[CH:19]=2)=[CH:16][CH:17]=1)(=[O:10])=[O:9].[H-].[Na+].Br[CH2:31][CH:32]([CH3:34])[CH3:33]. (8) The reactants are: [F:1][C:2]1[CH:3]=[C:4]([C:23]2[CH:28]=[CH:27][CH:26]=[C:25]([F:29])[C:24]=2[OH:30])[CH:5]=[CH:6][C:7]=1[C@H:8]([NH:10][C:11]([C:13]1([NH:16][C:17](=[O:22])[C:18]([F:21])([F:20])[F:19])[CH2:15][CH2:14]1)=[O:12])[CH3:9].C(N(CC)CC)C.[CH3:38][S:39](Cl)(=[O:41])=[O:40]. Given the product [CH3:38][S:39]([O:30][C:24]1[C:25]([F:29])=[CH:26][CH:27]=[CH:28][C:23]=1[C:4]1[CH:5]=[CH:6][C:7]([C@H:8]([NH:10][C:11]([C:13]2([NH:16][C:17](=[O:22])[C:18]([F:19])([F:21])[F:20])[CH2:15][CH2:14]2)=[O:12])[CH3:9])=[C:2]([F:1])[CH:3]=1)(=[O:41])=[O:40], predict the reactants needed to synthesize it.